Dataset: Forward reaction prediction with 1.9M reactions from USPTO patents (1976-2016). Task: Predict the product of the given reaction. (1) Given the reactants [F:1][C:2]([F:38])([F:37])[C:3]1[CH:4]=[C:5]([C:13]2([C:33]([F:36])([F:35])[F:34])[CH2:17][CH2:16][N:15]([C:18]3[CH:28]=[CH:27][C:21]([C:22](OCC)=[O:23])=[C:20]([C:29]([F:32])([F:31])[F:30])[N:19]=3)[CH2:14]2)[CH:6]=[C:7]([C:9]([F:12])([F:11])[F:10])[CH:8]=1.ClCCl.[H-].C([Al+]CC(C)C)C(C)C.O.O.O.O.O.O.O.O.O.O.S([O-])([O-])(=O)=O.[Na+].[Na+], predict the reaction product. The product is: [F:12][C:9]([F:10])([F:11])[C:7]1[CH:6]=[C:5]([C:13]2([C:33]([F:34])([F:35])[F:36])[CH2:17][CH2:16][N:15]([C:18]3[N:19]=[C:20]([C:29]([F:30])([F:31])[F:32])[C:21]([CH2:22][OH:23])=[CH:27][CH:28]=3)[CH2:14]2)[CH:4]=[C:3]([C:2]([F:38])([F:37])[F:1])[CH:8]=1. (2) Given the reactants [C:1]([C:3]1[CH:4]=[CH:5][C:6]([OH:30])=[C:7]([S:9]([N:12]([CH2:24][C:25](OCC)=[O:26])[CH2:13][CH2:14][C:15]2[CH:20]=[CH:19][C:18]([CH:21]([CH3:23])[CH3:22])=[CH:17][CH:16]=2)(=[O:11])=[O:10])[CH:8]=1)#[N:2].O.[NH2:32][NH2:33], predict the reaction product. The product is: [C:1]([C:3]1[CH:4]=[CH:5][C:6]([OH:30])=[C:7]([S:9]([N:12]([CH2:24][C:25]([NH:32][NH2:33])=[O:26])[CH2:13][CH2:14][C:15]2[CH:20]=[CH:19][C:18]([CH:21]([CH3:22])[CH3:23])=[CH:17][CH:16]=2)(=[O:10])=[O:11])[CH:8]=1)#[N:2]. (3) Given the reactants [ClH:1].[NH2:2][CH2:3][C:4]1[CH:5]=[CH:6][C:7](C)=[C:8]([CH:12]=1)[C:9]([OH:11])=[O:10].FC(F)(F)C(=N[Si](C)(C)C)O[Si](C)(C)C.[C:29](Cl)([C:31]([CH3:34])([CH3:33])[CH3:32])=[O:30], predict the reaction product. The product is: [Cl:1][C:7]1[CH:6]=[CH:5][C:4]([CH2:3][NH:2][C:29]([C:31]([CH3:34])([CH3:33])[CH3:32])=[O:30])=[CH:12][C:8]=1[C:9]([OH:11])=[O:10]. (4) Given the reactants [NH:1]1[C:5]2=[N:6][CH:7]=[CH:8][CH:9]=[C:4]2[C:3]([CH:10]=[C:11]2[O:15][C:14]([NH:16][C:17]3[CH:22]=[CH:21][C:20]([O:23][CH2:24][CH2:25][N:26]([CH3:28])[CH3:27])=[CH:19][C:18]=3[CH3:29])=[C:13]([C:30]([O:32][CH2:33][CH3:34])=[O:31])[C:12]2=[O:35])=[CH:2]1.CN(C)[C:38](=O)[CH3:39], predict the reaction product. The product is: [CH:30]([OH:32])=[O:31].[NH:1]1[C:5]2=[N:6][CH:7]=[CH:8][CH:9]=[C:4]2[C:3]([CH:10]=[C:11]2[O:15][C:14]([NH:16][C:17]3[CH:22]=[CH:21][C:20]([O:23][CH2:24][CH2:25][N:26]([CH3:28])[CH3:27])=[CH:19][C:18]=3[CH3:29])=[C:13]([C:30]([O:32][CH2:33][CH2:34][CH2:38][CH3:39])=[O:31])[C:12]2=[O:35])=[CH:2]1.